From a dataset of Forward reaction prediction with 1.9M reactions from USPTO patents (1976-2016). Predict the product of the given reaction. (1) Given the reactants [CH2:1]([N:8]1[CH2:12][CH2:11][N:10]([C@@H:13]([C:55]([CH3:58])([CH3:57])[CH3:56])[C:14]([NH:16][C@@H:17]([CH2:48][C:49]2[CH:54]=[CH:53][CH:52]=[CH:51][CH:50]=2)[C@@H:18]([OH:47])[CH2:19][C@@H:20]([NH:36]C(=O)OCC2C=CC=CC=2)[CH2:21][C:22]2[CH:27]=[CH:26][C:25]([C:28]3[CH:33]=[CH:32][CH:31]=[C:30]([O:34][CH3:35])[N:29]=3)=[CH:24][CH:23]=2)=[O:15])[C:9]1=[O:59])[C:2]1[CH:7]=[CH:6][CH:5]=[CH:4][CH:3]=1.Cl, predict the reaction product. The product is: [NH2:36][C@@H:20]([CH2:21][C:22]1[CH:23]=[CH:24][C:25]([C:28]2[CH:33]=[CH:32][CH:31]=[C:30]([O:34][CH3:35])[N:29]=2)=[CH:26][CH:27]=1)[CH2:19][C@H:18]([OH:47])[C@@H:17]([NH:16][C:14](=[O:15])[C@@H:13]([N:10]1[CH2:11][CH2:12][N:8]([CH2:1][C:2]2[CH:7]=[CH:6][CH:5]=[CH:4][CH:3]=2)[C:9]1=[O:59])[C:55]([CH3:58])([CH3:57])[CH3:56])[CH2:48][C:49]1[CH:54]=[CH:53][CH:52]=[CH:51][CH:50]=1. (2) Given the reactants [C:1]1([C:23]2[CH:28]=[CH:27][CH:26]=[CH:25][CH:24]=2)[CH:6]=[CH:5][C:4]([CH2:7][C@@H:8]([NH:15][C:16]([O:18][C:19]([CH3:22])([CH3:21])[CH3:20])=[O:17])[CH2:9][C@@H:10]([CH3:14])[C:11]([OH:13])=[O:12])=[CH:3][CH:2]=1.S(Cl)([Cl:31])=O.[CH2:33](O)[CH3:34], predict the reaction product. The product is: [ClH:31].[CH2:33]([O:13][C:11](=[O:12])[C@H:10]([CH3:14])[CH2:9][C@H:8]([NH2:15])[CH2:7][C:4]1[CH:5]=[CH:6][C:1]([C:23]2[CH:24]=[CH:25][CH:26]=[CH:27][CH:28]=2)=[CH:2][CH:3]=1)[CH3:34].[C:1]1([C:23]2[CH:24]=[CH:25][CH:26]=[CH:27][CH:28]=2)[CH:2]=[CH:3][C:4]([CH2:7][C@@H:8]([NH:15][C:16]([O:18][C:19]([CH3:22])([CH3:20])[CH3:21])=[O:17])[CH2:9][C@@H:10]([CH3:14])[C:11]([OH:13])=[O:12])=[CH:5][CH:6]=1. (3) Given the reactants C(O)(=O)C.[N+:5]([C:8]1[CH:9]=[CH:10][C:11]([O:14][CH:15]2[CH2:20][CH2:19][NH:18][CH2:17][CH2:16]2)=[N:12][CH:13]=1)([O-:7])=[O:6].[CH3:21][C:22]([CH3:24])=O.C([BH3-])#N.[Na+], predict the reaction product. The product is: [CH:22]([N:18]1[CH2:19][CH2:20][CH:15]([O:14][C:11]2[CH:10]=[CH:9][C:8]([N+:5]([O-:7])=[O:6])=[CH:13][N:12]=2)[CH2:16][CH2:17]1)([CH3:24])[CH3:21]. (4) Given the reactants [CH2:1]=[C:2]1[S:6][C:5](=[NH:7])[N:4]([C:8]2[CH:21]=[CH:20][C:11]3[O:12][C:13]([F:19])([F:18])[C:14]([F:17])([F:16])[O:15][C:10]=3[CH:9]=2)[CH2:3]1.CCN(C(C)C)C(C)C.[CH3:31][CH:32]([CH3:37])[CH2:33][C:34](Cl)=[O:35], predict the reaction product. The product is: [CH3:31][CH:32]([CH3:37])[CH2:33][C:34](/[N:7]=[C:5]1\[S:6][C:2]([CH3:1])=[CH:3][N:4]\1[C:8]1[CH:21]=[CH:20][C:11]2[O:12][C:13]([F:19])([F:18])[C:14]([F:16])([F:17])[O:15][C:10]=2[CH:9]=1)=[O:35]. (5) Given the reactants [Cl:1][C:2]1[CH:7]=[CH:6][CH:5]=[C:4]([F:8])[C:3]=1[C:9]1[NH:13][C:12](=[O:14])[N:11]([C:15]2[CH:24]=[CH:23][C:18]([C:19]([O:21]C)=O)=[C:17]([O:25][CH3:26])[CH:16]=2)[N:10]=1.[F:27][C:28]1[CH:34]=[CH:33][C:31]([NH2:32])=[CH:30][C:29]=1[C:35]([F:38])([F:37])[F:36].C[Al](C)C, predict the reaction product. The product is: [Cl:1][C:2]1[CH:7]=[CH:6][CH:5]=[C:4]([F:8])[C:3]=1[C:9]1[NH:13][C:12](=[O:14])[N:11]([C:15]2[CH:24]=[CH:23][C:18]([C:19]([NH:32][C:31]3[CH:33]=[CH:34][C:28]([F:27])=[C:29]([C:35]([F:38])([F:36])[F:37])[CH:30]=3)=[O:21])=[C:17]([O:25][CH3:26])[CH:16]=2)[N:10]=1.